From a dataset of Forward reaction prediction with 1.9M reactions from USPTO patents (1976-2016). Predict the product of the given reaction. (1) Given the reactants [F:1][C:2]1[CH:23]=[CH:22][C:5]([CH2:6][N:7]2[CH:11]=[C:10]([NH:12][C:13](=[O:21])OC3C=CC=CC=3)[CH:9]=[N:8]2)=[CH:4][CH:3]=1.[NH:24]1[CH2:29][CH2:28][O:27][CH:26]([CH2:30][OH:31])[CH2:25]1, predict the reaction product. The product is: [F:1][C:2]1[CH:3]=[CH:4][C:5]([CH2:6][N:7]2[CH:11]=[C:10]([NH:12][C:13]([N:24]3[CH2:29][CH2:28][O:27][CH:26]([CH2:30][OH:31])[CH2:25]3)=[O:21])[CH:9]=[N:8]2)=[CH:22][CH:23]=1. (2) Given the reactants [N:1]1([C:12]([O:14][C:15]([CH3:18])([CH3:17])[CH3:16])=[O:13])[CH2:6][CH2:5][CH2:4][CH:3]([C:7]([O:9][CH2:10][CH3:11])=[O:8])[CH2:2]1.[Li+].CC([N-]C(C)C)C.Br[CH2:28][CH:29]=[C:30]([CH3:32])[CH3:31], predict the reaction product. The product is: [CH3:31][C:30]([CH3:32])=[CH:29][CH2:28][C:3]1([C:7]([O:9][CH2:10][CH3:11])=[O:8])[CH2:4][CH2:5][CH2:6][N:1]([C:12]([O:14][C:15]([CH3:17])([CH3:16])[CH3:18])=[O:13])[CH2:2]1. (3) Given the reactants [C:1]([O:5][C:6]([NH:8][CH2:9][C:10]([OH:12])=O)=[O:7])([CH3:4])([CH3:3])[CH3:2].ON1C2C=CC=C[C:17]=2N=N1.Cl.CN(C)CCCN=C=NCC.[F:35][C:36]1[CH:41]=[CH:40][CH:39]=[CH:38][C:37]=1[CH2:42][C@@H:43]([NH:48][CH3:49])[C:44]([NH:46][CH3:47])=[O:45].C(N(C(C)C)CC)(C)C.C(OC(CNC([CH2:72][C:73]1[CH:82]=[CH:81][C:80]2[C:75](=[CH:76][CH:77]=[CH:78][CH:79]=2)[CH:74]=1)C(O)=O)=O)(C)(C)C.ON1C2N=CC=CC=2N=N1, predict the reaction product. The product is: [C:1]([O:5][C:6](=[O:7])[N:8]([C@@H:9]([C:10](=[O:12])[N:48]([C@@H:43]([C:44](=[O:45])[NH:46][CH3:47])[CH2:42][C:37]1[CH:38]=[CH:39][CH:40]=[CH:41][C:36]=1[F:35])[CH3:49])[CH2:72][C:73]1[CH:82]=[CH:81][C:80]2[C:75](=[CH:76][CH:77]=[CH:78][CH:79]=2)[CH:74]=1)[CH3:17])([CH3:2])([CH3:3])[CH3:4]. (4) Given the reactants [C:1]1([CH2:11][NH2:12])[C:10]2[C:5](=[CH:6][CH:7]=[CH:8][CH:9]=2)[CH:4]=[CH:3][CH:2]=1.[Cl:13][C:14]1[N:22]=[C:21]2[C:17]([N:18]=[CH:19][N:20]2[CH:23]2[CH2:28][CH2:27][CH2:26][CH2:25][O:24]2)=[C:16](Cl)[N:15]=1.C(N(CC)CC)C, predict the reaction product. The product is: [Cl:13][C:14]1[N:22]=[C:21]2[C:17]([N:18]=[CH:19][N:20]2[CH:23]2[CH2:28][CH2:27][CH2:26][CH2:25][O:24]2)=[C:16]([NH:12][CH2:11][C:1]2[C:10]3[C:5](=[CH:6][CH:7]=[CH:8][CH:9]=3)[CH:4]=[CH:3][CH:2]=2)[N:15]=1. (5) Given the reactants [Cl:1][C:2]1[CH:3]=[C:4]([NH:17][C:18]2[C:27]3[CH2:26][C:25](=[N:28][OH:29])[CH:24]=[CH:23][C:22]=3[N:21]=[CH:20][N:19]=2)[CH:5]=[CH:6][C:7]=1[O:8][CH2:9][C:10]1[CH:15]=[CH:14][CH:13]=[C:12]([F:16])[CH:11]=1.Br[CH2:31][CH2:32][CH2:33][CH2:34][N:35]([CH2:42][CH2:43][S:44]([CH3:47])(=[O:46])=[O:45])[C:36](=[O:41])[C:37]([F:40])([F:39])[F:38].C(=O)([O-])[O-].[K+].[K+].C(O)(=O)CC(CC(O)=O)(C(O)=O)O, predict the reaction product. The product is: [Cl:1][C:2]1[CH:3]=[C:4]([NH:17][C:18]2[C:27]3[CH2:26][C:25](=[N:28][O:29][CH2:31][CH2:32][CH2:33][CH2:34][N:35]([CH2:42][CH2:43][S:44]([CH3:47])(=[O:45])=[O:46])[C:36](=[O:41])[C:37]([F:39])([F:38])[F:40])[CH:24]=[CH:23][C:22]=3[N:21]=[CH:20][N:19]=2)[CH:5]=[CH:6][C:7]=1[O:8][CH2:9][C:10]1[CH:15]=[CH:14][CH:13]=[C:12]([F:16])[CH:11]=1. (6) The product is: [CH3:1][O:2][CH2:3][CH2:4][CH2:5][O:6][CH2:7][C:8]1[CH:9]=[CH:10][C:11]([C@@H:14]2[C@@H:19]([O:20][CH2:21][C:22]3[CH:23]=[CH:24][C:25]4[O:30][CH2:29][CH2:28][N:27]([CH2:31][CH2:32][CH2:33][O:34][CH3:35])[C:26]=4[CH:36]=3)[CH2:18][NH:17][CH2:16][C@H:15]2[O:47][CH2:18][C@H:19]([OH:20])[CH2:14][CH2:48][CH3:49])=[CH:12][CH:13]=1. Given the reactants [CH3:1][O:2][CH2:3][CH2:4][CH2:5][O:6][CH2:7][C:8]1[CH:13]=[CH:12][C:11]([C@@H:14]2[C@@H:19]([O:20][CH2:21][C:22]3[CH:23]=[CH:24][C:25]4[O:30][CH2:29][CH2:28][N:27]([CH2:31][CH2:32][CH2:33][O:34][CH3:35])[C:26]=4[CH:36]=3)[CH2:18][N:17](S(C3C=CC(C)=CC=3)(=O)=O)[CH2:16][C@H:15]2[OH:47])=[CH:10][CH:9]=1.[CH2:48]([Mg]Br)[CH3:49], predict the reaction product. (7) Given the reactants [CH2:1]([O:3][C:4]([C:6]1[CH:11]=[CH:10][C:9](=[O:12])[NH:8][CH:7]=1)=[O:5])[CH3:2].[CH3:13][O:14][CH2:15][CH2:16]Br.[OH-].[K+], predict the reaction product. The product is: [CH2:1]([O:3][C:4]([C:6]1[CH:11]=[CH:10][C:9](=[O:12])[N:8]([CH2:16][CH2:15][O:14][CH3:13])[CH:7]=1)=[O:5])[CH3:2].